Dataset: Forward reaction prediction with 1.9M reactions from USPTO patents (1976-2016). Task: Predict the product of the given reaction. (1) Given the reactants C(OC(=O)[NH:7][C@@H:8]1[CH2:10][C@H:9]1[C:11]1[CH:15]=[C:14]([C:16](=[O:24])[NH:17][C:18]2[S:19][C:20]([CH3:23])=[N:21][N:22]=2)[S:13][C:12]=1[CH3:25])(C)(C)C.C(OCC)(=O)C.[ClH:33].C(OCC)(=O)C, predict the reaction product. The product is: [ClH:33].[ClH:33].[NH2:7][C@@H:8]1[CH2:10][C@H:9]1[C:11]1[CH:15]=[C:14]([C:16]([NH:17][C:18]2[S:19][C:20]([CH3:23])=[N:21][N:22]=2)=[O:24])[S:13][C:12]=1[CH3:25]. (2) Given the reactants C([Mg]Cl)(C)C.[N:6]1([C:12]2[S:13][C:14]3[C:19](=[O:20])[N:18]=[CH:17][NH:16][C:15]=3[N:21]=2)[CH2:11][CH2:10][O:9][CH2:8][CH2:7]1.[Li+].C[Si]([N-][Si](C)(C)C)(C)C.BrC[C:34]1[CH:39]=[CH:38][CH:37]=[C:36]([C:40]([F:43])([F:42])[F:41])[C:35]=1[CH3:44].[OH-].[Na+], predict the reaction product. The product is: [CH3:44][C:35]1[C:36]([C:40]([F:41])([F:42])[F:43])=[CH:37][CH:38]=[CH:39][C:34]=1[CH2:17][NH:16][C:15]1[N:21]=[C:12]([N:6]2[CH2:11][CH2:10][O:9][CH2:8][CH2:7]2)[S:13][C:14]=1[C:19]([NH2:18])=[O:20].